From a dataset of Full USPTO retrosynthesis dataset with 1.9M reactions from patents (1976-2016). Predict the reactants needed to synthesize the given product. Given the product [CH3:9][S:10]([O:8][CH2:7][CH:3]1[CH2:4][CH2:5][CH2:6][N:1]([S:10]([CH3:9])(=[O:12])=[O:11])[CH2:2]1)(=[O:12])=[O:11], predict the reactants needed to synthesize it. The reactants are: [NH:1]1[CH2:6][CH2:5][CH2:4][CH:3]([CH2:7][OH:8])[CH2:2]1.[CH3:9][S:10](Cl)(=[O:12])=[O:11].